Dataset: Forward reaction prediction with 1.9M reactions from USPTO patents (1976-2016). Task: Predict the product of the given reaction. Given the reactants C([N:3]1[CH2:9][CH2:8][C:7]2[CH:10]=[CH:11][C:12]([C:14]([OH:16])=[O:15])=[CH:13][C:6]=2[CH2:5][CH2:4]1)=O, predict the reaction product. The product is: [CH2:8]1[C:7]2[CH:10]=[CH:11][C:12]([C:14]([OH:16])=[O:15])=[CH:13][C:6]=2[CH2:5][CH2:4][NH:3][CH2:9]1.